From a dataset of Full USPTO retrosynthesis dataset with 1.9M reactions from patents (1976-2016). Predict the reactants needed to synthesize the given product. (1) Given the product [Si:25]([O:1][C@@H:2]([CH2:10][O:11][S:12]([CH3:15])(=[O:14])=[O:13])[CH2:3][CH2:4][O:5][S:6]([CH3:9])(=[O:8])=[O:7])([C:21]([CH3:24])([CH3:23])[CH3:22])([C:32]1[CH:33]=[CH:34][CH:35]=[CH:36][CH:37]=1)[C:26]1[CH:31]=[CH:30][CH:29]=[CH:28][CH:27]=1, predict the reactants needed to synthesize it. The reactants are: [OH:1][C@@H:2]([CH2:10][O:11][S:12]([CH3:15])(=[O:14])=[O:13])[CH2:3][CH2:4][O:5][S:6]([CH3:9])(=[O:8])=[O:7].N1C=CN=C1.[C:21]([Si:25](Cl)([C:32]1[CH:37]=[CH:36][CH:35]=[CH:34][CH:33]=1)[C:26]1[CH:31]=[CH:30][CH:29]=[CH:28][CH:27]=1)([CH3:24])([CH3:23])[CH3:22].O. (2) Given the product [NH2:3][CH2:2][C:4]1[CH:5]=[C:6]([C:15]([O:17][CH2:18][CH3:19])=[O:16])[C:7](=[CH:13][CH:14]=1)[C:8]([O:10][CH2:11][CH3:12])=[O:9], predict the reactants needed to synthesize it. The reactants are: Cl.[C:2]([C:4]1[CH:5]=[C:6]([C:15]([O:17][CH2:18][CH3:19])=[O:16])[C:7](=[CH:13][CH:14]=1)[C:8]([O:10][CH2:11][CH3:12])=[O:9])#[N:3].[H][H]. (3) Given the product [CH2:11]([N:15]1[C:16]([SH:17])=[N:3][N:2]=[C:10]1[CH2:9][OH:8])[CH2:12][CH2:13][CH3:14], predict the reactants needed to synthesize it. The reactants are: O.[NH2:2][NH2:3].C([O:8][CH2:9][CH3:10])(=O)CO.[CH2:11]([N:15]=[C:16]=[S:17])[CH2:12][CH2:13][CH3:14].[OH-].[Na+].Cl. (4) The reactants are: [CH2:1]([NH:8][CH2:9][C:10]1[CH:15]=[CH:14][C:13]([N+:16]([O-:18])=[O:17])=[C:12]([O:19][CH3:20])[CH:11]=1)[C:2]1[CH:7]=[CH:6][CH:5]=[CH:4][CH:3]=1.[CH3:21][C:22]([O:25][C:26](O[C:26]([O:25][C:22]([CH3:24])([CH3:23])[CH3:21])=[O:27])=[O:27])([CH3:24])[CH3:23].C(=O)(O)[O-].[Na+]. Given the product [C:22]([O:25][C:26](=[O:27])[N:8]([CH2:1][C:2]1[CH:7]=[CH:6][CH:5]=[CH:4][CH:3]=1)[CH2:9][C:10]1[CH:15]=[CH:14][C:13]([N+:16]([O-:18])=[O:17])=[C:12]([O:19][CH3:20])[CH:11]=1)([CH3:24])([CH3:23])[CH3:21], predict the reactants needed to synthesize it. (5) Given the product [CH3:26][O:27][C:28]1[N:33]=[CH:32][C:31]([C:2]2[N:11]=[C:10]([NH:12][CH2:13][C:14]3[CH:19]=[CH:18][CH:17]=[CH:16][N:15]=3)[C:9]3[C:4](=[CH:5][CH:6]=[CH:7][C:8]=3[C:20]3[CH:25]=[CH:24][CH:23]=[CH:22][CH:21]=3)[N:3]=2)=[CH:30][N:29]=1, predict the reactants needed to synthesize it. The reactants are: Cl[C:2]1[N:11]=[C:10]([NH:12][CH2:13][C:14]2[CH:19]=[CH:18][CH:17]=[CH:16][N:15]=2)[C:9]2[C:4](=[CH:5][CH:6]=[CH:7][C:8]=2[C:20]2[CH:25]=[CH:24][CH:23]=[CH:22][CH:21]=2)[N:3]=1.[CH3:26][O:27][C:28]1[N:33]=[CH:32][C:31](B(O)O)=[CH:30][N:29]=1.C(=O)([O-])[O-].[K+].[K+]. (6) Given the product [F:28][C:27]([F:30])([F:29])[C:24]1[CH:25]=[CH:26][C:21]([CH2:20][C:17]2[CH:18]=[CH:19][C:14]([O:13][C:11]([N:42]3[CH2:43][CH2:44][N:39]([CH2:38][CH2:37][C:32]4[CH:33]=[CH:34][CH:35]=[CH:36][N:31]=4)[CH2:40][CH2:41]3)=[O:12])=[CH:15][CH:16]=2)=[CH:22][CH:23]=1, predict the reactants needed to synthesize it. The reactants are: C(N(C(C)C)C(C)C)C.Cl[C:11]([O:13][C:14]1[CH:19]=[CH:18][C:17]([CH2:20][C:21]2[CH:26]=[CH:25][C:24]([C:27]([F:30])([F:29])[F:28])=[CH:23][CH:22]=2)=[CH:16][CH:15]=1)=[O:12].[N:31]1[CH:36]=[CH:35][CH:34]=[CH:33][C:32]=1[CH2:37][CH2:38][N:39]1[CH2:44][CH2:43][NH:42][CH2:41][CH2:40]1.